Dataset: Full USPTO retrosynthesis dataset with 1.9M reactions from patents (1976-2016). Task: Predict the reactants needed to synthesize the given product. (1) Given the product [CH3:26][O:25][N:24]([CH3:23])[C:2]1[N:3]=[C:4]([NH:18][CH2:19][CH2:20][CH3:21])[C:5]2[N:6]=[C:7]([NH:16][CH3:17])[N:8]=[C:9]([NH:12][CH2:13][CH2:14][CH3:15])[C:10]=2[N:11]=1, predict the reactants needed to synthesize it. The reactants are: Cl[C:2]1[N:3]=[C:4]([NH:18][CH2:19][CH2:20][CH3:21])[C:5]2[N:6]=[C:7]([NH:16][CH3:17])[N:8]=[C:9]([NH:12][CH2:13][CH2:14][CH3:15])[C:10]=2[N:11]=1.Cl.[CH3:23][NH:24][O:25][CH3:26].C(N(CC)C(C)C)(C)C.C([O-])(O)=O.[Na+]. (2) Given the product [F:1][C:2]1[CH:7]=[C:6]([N+:8]([O-:10])=[O:9])[CH:5]=[CH:4][C:3]=1[CH2:11][CH2:12][N:14]1[CH2:18][CH2:17][CH2:16][CH2:15]1, predict the reactants needed to synthesize it. The reactants are: [F:1][C:2]1[CH:7]=[C:6]([N+:8]([O-:10])=[O:9])[CH:5]=[CH:4][C:3]=1[CH2:11][CH:12]=O.[NH:14]1[CH2:18][CH2:17][CH2:16][CH2:15]1.C(O[BH-](OC(=O)C)OC(=O)C)(=O)C.[Na+]. (3) Given the product [CH3:31][C:5]1([CH3:4])[C:9]2[N:10]=[C:11]([C:21]3[CH:30]=[CH:29][C:24]4[NH:25][C:26]([NH:28][CH3:1])=[N:27][C:23]=4[CH:22]=3)[N:12]=[C:13]([N:14]3[CH2:19][CH2:18][O:17][CH2:16][C@@H:15]3[CH3:20])[C:8]=2[CH2:7][O:6]1, predict the reactants needed to synthesize it. The reactants are: [CH3:1][O-].[Na+].[CH3:4][C:5]1([CH3:31])[C:9]2[N:10]=[C:11]([C:21]3[CH:30]=[CH:29][C:24]4[NH:25][C:26]([NH2:28])=[N:27][C:23]=4[CH:22]=3)[N:12]=[C:13]([N:14]3[CH2:19][CH2:18][O:17][CH2:16][C@@H:15]3[CH3:20])[C:8]=2[CH2:7][O:6]1.C=O.[BH4-].[Na+]. (4) Given the product [Cl:1][C:2]1[CH:7]=[CH:6][C:5]([NH:8][C:9]2[C:18]3[C:13](=[CH:14][CH:15]=[CH:16][CH:17]=3)[N:12]=[C:11]([C:19]3[N:20]=[C:21]([OH:25])[CH:22]=[CH:23][CH:24]=3)[N:10]=2)=[CH:4][CH:3]=1, predict the reactants needed to synthesize it. The reactants are: [Cl:1][C:2]1[CH:7]=[CH:6][C:5]([NH:8][C:9]2[C:18]3[C:13](=[CH:14][CH:15]=[CH:16][CH:17]=3)[N:12]=[C:11]([C:19]3[CH:24]=[CH:23][CH:22]=[C:21]([O:25]C)[N:20]=3)[N:10]=2)=[CH:4][CH:3]=1.Br.C(=O)([O-])O.[Na+].